From a dataset of Full USPTO retrosynthesis dataset with 1.9M reactions from patents (1976-2016). Predict the reactants needed to synthesize the given product. (1) Given the product [C:9]1([C:8](=[N:7][C:6]2([C:4]([O:3][CH3:2])=[O:5])[CH2:35][CH:34]=[CH:33][CH2:32]2)[C:15]2[CH:20]=[CH:19][CH:18]=[CH:17][CH:16]=2)[CH:14]=[CH:13][CH:12]=[CH:11][CH:10]=1, predict the reactants needed to synthesize it. The reactants are: C[CH2:2][O:3][C:4]([CH2:6][N:7]=[C:8]([C:15]1[CH:20]=[CH:19][CH:18]=[CH:17][CH:16]=1)[C:9]1[CH:14]=[CH:13][CH:12]=[CH:11][CH:10]=1)=[O:5].C[Si]([N-][Si](C)(C)C)(C)C.[Li+].Cl[CH2:32]/[CH:33]=[CH:34]\[CH2:35]Cl. (2) Given the product [Br:1][C:2]1[CH:15]=[CH:14][C:13]2[N:12]([S:16]([C:19]3[CH:20]=[CH:21][C:22]([OH:25])=[CH:23][CH:24]=3)(=[O:18])=[O:17])[CH:11]([CH3:27])[C:10]3[C:5](=[CH:6][CH:7]=[CH:8][CH:9]=3)[C:4]=2[CH:3]=1, predict the reactants needed to synthesize it. The reactants are: [Br:1][C:2]1[CH:15]=[CH:14][C:13]2[N:12]([S:16]([C:19]3[CH:24]=[CH:23][C:22]([O:25]C)=[CH:21][CH:20]=3)(=[O:18])=[O:17])[CH:11]([CH3:27])[C:10]3[C:5](=[CH:6][CH:7]=[CH:8][CH:9]=3)[C:4]=2[CH:3]=1.C1CCCCC=1.B(Br)(Br)Br.ClCCl.